Dataset: Reaction yield outcomes from USPTO patents with 853,638 reactions. Task: Predict the reaction yield, written as a fraction of the theoretical maximum amount of product (1.0 means a 100% yield; for example, 0.34 means a 34% yield). (1) The reactants are C1(C2C=CC=CC=2)C=CC([C@@]2([S:16]C(C)C)CN[C@H](C(OC)=O)C2)=CC=1.C(O)(C(F)(F)F)=O.C(O[C:38]([NH:40][C@@H:41]([C:45]([CH3:48])(C)C)[C:42]([OH:44])=O)=O)(C)(C)C.CN(C(ON1N=N[C:59]2[CH:60]=CC=N[C:58]1=2)=[N+](C)C)C.F[P-](F)(F)(F)(F)F.C(N(CC)C(C)C)(C)C. The catalyst is C(Cl)Cl. The product is [CH:59]([O:44][C:42]([CH:41]1[CH2:45][CH2:48][CH2:38][NH:40]1)=[S:16])([CH3:60])[CH3:58]. The yield is 0.699. (2) The product is [O:40]1[CH2:37][CH2:2][N:3]([C:2]2[N:7]=[C:6]([O:8][C:9]3[CH:35]=[CH:34][C:33]([F:36])=[CH:32][C:10]=3[CH2:11][NH:12][C:13]([NH:15][C:16]3[N:20]([C:21]4[CH:22]=[CH:23][C:24]([CH3:27])=[CH:25][CH:26]=4)[N:19]=[C:18]([C:28]([CH3:30])([CH3:29])[CH3:31])[CH:17]=3)=[O:14])[CH:5]=[CH:4][N:3]=2)[CH2:4][CH2:5]1. The catalyst is C(O)C.N1CCOCC1. The yield is 0.910. The reactants are Cl[C:2]1[N:7]=[C:6]([O:8][C:9]2[CH:35]=[CH:34][C:33]([F:36])=[CH:32][C:10]=2[CH2:11][NH:12][C:13]([NH:15][C:16]2[N:20]([C:21]3[CH:26]=[CH:25][C:24]([CH3:27])=[CH:23][CH:22]=3)[N:19]=[C:18]([C:28]([CH3:31])([CH3:30])[CH3:29])[CH:17]=2)=[O:14])[CH:5]=[CH:4][N:3]=1.[C:37](=[O:40])([O-])[O-].[Na+].[Na+].